This data is from Full USPTO retrosynthesis dataset with 1.9M reactions from patents (1976-2016). The task is: Predict the reactants needed to synthesize the given product. (1) Given the product [CH3:14][O:15][C:16]1[CH:17]=[C:18]([CH:19]([NH:13][C:10]2[CH:11]=[CH:12][C:7]([C:4]3[N:3]=[C:2]([CH3:1])[O:6][N:5]=3)=[CH:8][CH:9]=2)[C:43]#[N:44])[CH:21]=[C:22]([CH:26]([O:28][Si:29]([CH:33]([CH3:35])[CH3:34])([CH:36]([CH3:38])[CH3:37])[CH:30]([CH3:32])[CH3:31])[CH3:27])[C:23]=1[O:24][CH3:25], predict the reactants needed to synthesize it. The reactants are: [CH3:1][C:2]1[O:6][N:5]=[C:4]([C:7]2[CH:12]=[CH:11][C:10]([NH2:13])=[CH:9][CH:8]=2)[N:3]=1.[CH3:14][O:15][C:16]1[CH:17]=[C:18]([CH:21]=[C:22]([CH:26]([O:28][Si:29]([CH:36]([CH3:38])[CH3:37])([CH:33]([CH3:35])[CH3:34])[CH:30]([CH3:32])[CH3:31])[CH3:27])[C:23]=1[O:24][CH3:25])[CH:19]=O.C[Si]([C:43]#[N:44])(C)C.C(S([O-])(=O)=O)(F)(F)F.C(S([O-])(=O)=O)(F)(F)F.C(S([O-])(=O)=O)(F)(F)F.[Yb+3]. (2) Given the product [F:15][C:16]1[CH:17]=[CH:18][C:19]([C:22]2[O:26][N:25]=[C:24]([CH2:27][N:10]3[CH2:9][C@H:8]([CH2:11][S:12][CH3:13])[NH:7][C:6](=[O:14])[C@@H:5]3[CH2:1][CH:2]([CH3:4])[CH3:3])[CH:23]=2)=[CH:20][CH:21]=1, predict the reactants needed to synthesize it. The reactants are: [CH2:1]([C@@H:5]1[NH:10][CH2:9][C@H:8]([CH2:11][S:12][CH3:13])[NH:7][C:6]1=[O:14])[CH:2]([CH3:4])[CH3:3].[F:15][C:16]1[CH:21]=[CH:20][C:19]([C:22]2[O:26][N:25]=[C:24]([CH:27]=O)[CH:23]=2)=[CH:18][CH:17]=1.C([C@@H]1N(CC2C=C(C3C=CC=CC=3)ON=2)C[C@H](CC(C)C)NC1=O)C(C)C. (3) Given the product [O:34]=[C:31]1[CH2:32][CH2:33][C:3]2([CH2:8][CH2:7][N:6]([C:9]([O:11][CH2:12][C:13]3[CH:18]=[CH:17][CH:16]=[CH:15][CH:14]=3)=[O:10])[CH2:5][CH2:4]2)[CH:1]=[CH:30]1, predict the reactants needed to synthesize it. The reactants are: [CH:1]([CH:3]1[CH2:8][CH2:7][N:6]([C:9]([O:11][CH2:12][C:13]2[CH:18]=[CH:17][CH:16]=[CH:15][CH:14]=2)=[O:10])[CH2:5][CH2:4]1)=O.C1(C)C=CC(S(O)(=O)=O)=CC=1.[CH3:30][C:31](=[O:34])[CH:32]=[CH2:33]. (4) Given the product [CH:1]1([C:4]([OH:28])([CH3:27])[CH2:5][NH:6][C:7]([C:9]2[C:14]([C:15]([F:18])([F:17])[F:16])=[N:13][C:12]([O:32][CH2:29][C:15]([F:18])([F:17])[F:16])=[C:11]([C:20]3[CH:25]=[CH:24][C:23]([Cl:26])=[CH:22][CH:21]=3)[N:10]=2)=[O:8])[CH2:3][CH2:2]1, predict the reactants needed to synthesize it. The reactants are: [CH:1]1([C:4]([OH:28])([CH3:27])[CH2:5][NH:6][C:7]([C:9]2[C:14]([C:15]([F:18])([F:17])[F:16])=[N:13][C:12](Br)=[C:11]([C:20]3[CH:25]=[CH:24][C:23]([Cl:26])=[CH:22][CH:21]=3)[N:10]=2)=[O:8])[CH2:3][CH2:2]1.[C:29](=[O:32])([O-])[O-].[Cs+].[Cs+]. (5) Given the product [F:6][CH:2]([F:7])[O:9][C:10]1[CH:21]=[C:20]([O:22][CH:23]([CH3:25])[CH3:24])[CH:19]=[CH:18][C:11]=1[C:12]([O:14][CH:15]([CH3:17])[CH3:16])=[O:13], predict the reactants needed to synthesize it. The reactants are: Cl[C:2]([F:7])([F:6])C([O-])=O.[Na+].[OH:9][C:10]1[CH:21]=[C:20]([O:22][CH:23]([CH3:25])[CH3:24])[CH:19]=[CH:18][C:11]=1[C:12]([O:14][CH:15]([CH3:17])[CH3:16])=[O:13].